From a dataset of Experimentally validated miRNA-target interactions with 360,000+ pairs, plus equal number of negative samples. Binary Classification. Given a miRNA mature sequence and a target amino acid sequence, predict their likelihood of interaction. The miRNA is hsa-miR-424-3p with sequence CAAAACGUGAGGCGCUGCUAU. The protein sequence of the target gene is MDPRECVCMSGGICMCGDNCKCTTCNCKTYWKSCCPCCPPGCAKCARGCICKGGSDKCSCCP. Result: 0 (no interaction).